Dataset: Retrosynthesis with 50K atom-mapped reactions and 10 reaction types from USPTO. Task: Predict the reactants needed to synthesize the given product. (1) Given the product COc1cccc(Nc2c(C(N)=O)cnc3c(C)cc(S(=O)(=O)c4cccc(C(=O)Nc5ccc(-c6ccc(C=O)cc6)cc5)c4)cc23)c1, predict the reactants needed to synthesize it. The reactants are: COc1cccc(Nc2c(C(N)=O)cnc3c(C)cc(S(=O)(=O)c4cccc(C(=O)Nc5ccc(-c6ccc(CO)cc6)cc5)c4)cc23)c1. (2) Given the product CCOC(=O)C(C(=O)OCC)c1ccc(-c2ccc(C(CC3CCOCC3)c3ccc(S(=O)(=O)C4CC4)cc3)[nH]2)nc1, predict the reactants needed to synthesize it. The reactants are: CCOC(=O)C(C(=O)OCC)c1ccc(C(=O)CCC(=O)C(CC2CCOCC2)c2ccc(S(=O)(=O)C3CC3)cc2)nc1.[NH4+].